Dataset: NCI-60 drug combinations with 297,098 pairs across 59 cell lines. Task: Regression. Given two drug SMILES strings and cell line genomic features, predict the synergy score measuring deviation from expected non-interaction effect. (1) Drug 1: CC1=CC2C(CCC3(C2CCC3(C(=O)C)OC(=O)C)C)C4(C1=CC(=O)CC4)C. Drug 2: C1C(C(OC1N2C=C(C(=O)NC2=O)F)CO)O. Cell line: OVCAR-4. Synergy scores: CSS=45.5, Synergy_ZIP=3.60, Synergy_Bliss=3.55, Synergy_Loewe=-40.3, Synergy_HSA=3.88. (2) Drug 1: C1=NC2=C(N=C(N=C2N1C3C(C(C(O3)CO)O)F)Cl)N. Drug 2: CC1=C2C(C(=O)C3(C(CC4C(C3C(C(C2(C)C)(CC1OC(=O)C(C(C5=CC=CC=C5)NC(=O)C6=CC=CC=C6)O)O)OC(=O)C7=CC=CC=C7)(CO4)OC(=O)C)O)C)OC(=O)C. Cell line: SW-620. Synergy scores: CSS=29.3, Synergy_ZIP=1.33, Synergy_Bliss=1.90, Synergy_Loewe=0.289, Synergy_HSA=1.15.